From a dataset of Reaction yield outcomes from USPTO patents with 853,638 reactions. Predict the reaction yield, written as a fraction of the theoretical maximum amount of product (1.0 means a 100% yield; for example, 0.34 means a 34% yield). (1) The reactants are [CH2:1]([N:3]([CH2:25][CH3:26])[C:4]1[C:5]([C:18]2[CH:23]=[CH:22][C:21]([F:24])=[CH:20][CH:19]=2)=[N:6][C:7]2[C:12]([N:13]=1)=[CH:11][C:10]([C:14]([O:16]C)=[O:15])=[CH:9][CH:8]=2)[CH3:2].[OH-].[Na+]. The catalyst is CO.O. The product is [CH2:25]([N:3]([CH2:1][CH3:2])[C:4]1[C:5]([C:18]2[CH:19]=[CH:20][C:21]([F:24])=[CH:22][CH:23]=2)=[N:6][C:7]2[C:12]([N:13]=1)=[CH:11][C:10]([C:14]([OH:16])=[O:15])=[CH:9][CH:8]=2)[CH3:26]. The yield is 0.550. (2) The reactants are [Br:1]Br.[OH:3][C:4]1[C:5]([C:10]([O:12][CH3:13])=[O:11])=[N:6][CH:7]=[CH:8][CH:9]=1. The catalyst is O. The product is [Br:1][C:7]1[N:6]=[C:5]([C:10]([O:12][CH3:13])=[O:11])[C:4]([OH:3])=[CH:9][CH:8]=1. The yield is 0.750.